This data is from Reaction yield outcomes from USPTO patents with 853,638 reactions. The task is: Predict the reaction yield, written as a fraction of the theoretical maximum amount of product (1.0 means a 100% yield; for example, 0.34 means a 34% yield). The reactants are [F:1][C:2]1[CH:7]=[C:6]([F:8])[CH:5]=[CH:4][C:3]=1[C@@H:9]1[CH2:13][NH:12][CH2:11][C@H:10]1[C:14]([O:16][CH3:17])=[O:15].C(N(CC)C(C)C)(C)C.Cl[C:28]1[CH:33]=[CH:32][C:31]([C:34]#[N:35])=[CH:30][N:29]=1. The catalyst is C(#N)C. The product is [C:34]([C:31]1[CH:32]=[CH:33][C:28]([N:12]2[CH2:13][C@@H:9]([C:3]3[CH:4]=[CH:5][C:6]([F:8])=[CH:7][C:2]=3[F:1])[C@H:10]([C:14]([O:16][CH3:17])=[O:15])[CH2:11]2)=[N:29][CH:30]=1)#[N:35]. The yield is 0.920.